The task is: Regression. Given a peptide amino acid sequence and an MHC pseudo amino acid sequence, predict their binding affinity value. This is MHC class I binding data.. This data is from Peptide-MHC class I binding affinity with 185,985 pairs from IEDB/IMGT. (1) The peptide sequence is TMDPSVRVL. The MHC is HLA-A02:01 with pseudo-sequence HLA-A02:01. The binding affinity (normalized) is 0.655. (2) The peptide sequence is IFFASFYYI. The MHC is HLA-A29:02 with pseudo-sequence HLA-A29:02. The binding affinity (normalized) is 0.692. (3) The peptide sequence is SEKTHIHIF. The MHC is HLA-B46:01 with pseudo-sequence HLA-B46:01. The binding affinity (normalized) is 0.0847.